Dataset: Forward reaction prediction with 1.9M reactions from USPTO patents (1976-2016). Task: Predict the product of the given reaction. Given the reactants [CH2:1]([CH:3]([NH:20][C:21]([C@@H:23]([NH:28][C:29]([C:31]1[S:32][C:33]2[CH:39]=[CH:38][CH:37]=[CH:36][C:34]=2[CH:35]=1)=[O:30])[CH2:24][CH:25]([CH3:27])[CH3:26])=[O:22])[CH2:4][CH2:5][N:6]([S:8]([C:11]1[CH:16]=[CH:15][CH:14]=[CH:13][C:12]=1[N+]([O-])=O)(=[O:10])=[O:9])[CH3:7])[CH3:2].C1(S)C=CC=CC=1.C([O-])([O-])=O.[K+].[K+].C([O-])(O)=O.[Na+].[C:58](C1C=CC=CC=1S(Cl)(=O)=O)#[N:59], predict the reaction product. The product is: [C:58]([C:12]1[CH:13]=[CH:14][CH:15]=[CH:16][C:11]=1[S:8]([N:6]([CH3:7])[CH2:5][CH2:4][CH:3]([NH:20][C:21]([C@@H:23]([NH:28][C:29]([C:31]1[S:32][C:33]2[CH:39]=[CH:38][CH:37]=[CH:36][C:34]=2[CH:35]=1)=[O:30])[CH2:24][CH:25]([CH3:27])[CH3:26])=[O:22])[CH2:1][CH3:2])(=[O:10])=[O:9])#[N:59].